Dataset: Reaction yield outcomes from USPTO patents with 853,638 reactions. Task: Predict the reaction yield, written as a fraction of the theoretical maximum amount of product (1.0 means a 100% yield; for example, 0.34 means a 34% yield). The reactants are [CH2:1]([O:8][CH2:9][CH2:10][O:11][C:12]1[CH:17]=[CH:16][C:15]([CH2:18]O)=[CH:14][C:13]=1[O:20][C:21]([CH3:24])([CH3:23])[CH3:22])[C:2]1[CH:7]=[CH:6][CH:5]=[CH:4][CH:3]=1.[Br:25]C(Br)(Br)Br.C1(P(C2C=CC=CC=2)C2C=CC=CC=2)C=CC=CC=1. The catalyst is C1COCC1. The product is [CH2:1]([O:8][CH2:9][CH2:10][O:11][C:12]1[CH:17]=[CH:16][C:15]([CH2:18][Br:25])=[CH:14][C:13]=1[O:20][C:21]([CH3:24])([CH3:23])[CH3:22])[C:2]1[CH:7]=[CH:6][CH:5]=[CH:4][CH:3]=1. The yield is 0.280.